From a dataset of Full USPTO retrosynthesis dataset with 1.9M reactions from patents (1976-2016). Predict the reactants needed to synthesize the given product. (1) Given the product [Cl:31][C:19]1[CH:18]=[C:17]([NH:16][C:9]2[C:8]3[C:13](=[CH:14][CH:15]=[C:6]([O:5][CH:3]4[CH2:2][N:1]([C:36](=[O:35])[CH2:37][OH:38])[CH2:4]4)[CH:7]=3)[N:12]=[CH:11][N:10]=2)[CH:22]=[CH:21][C:20]=1[O:23][CH2:24][C:25]1[CH:30]=[CH:29][CH:28]=[CH:27][N:26]=1, predict the reactants needed to synthesize it. The reactants are: [NH:1]1[CH2:4][CH:3]([O:5][C:6]2[CH:7]=[C:8]3[C:13](=[CH:14][CH:15]=2)[N:12]=[CH:11][N:10]=[C:9]3[NH:16][C:17]2[CH:22]=[CH:21][C:20]([O:23][CH2:24][C:25]3[CH:30]=[CH:29][CH:28]=[CH:27][N:26]=3)=[C:19]([Cl:31])[CH:18]=2)[CH2:2]1.C([O:35][CH2:36][C:37](Cl)=[O:38])(=O)C.C(N(C(C)C)CC)(C)C. (2) Given the product [C:19]([O:27][CH3:28])([C:12]([C:15]([F:18])([F:17])[F:16])([F:14])[F:13])([F:21])[F:1], predict the reactants needed to synthesize it. The reactants are: [F-:1].[K+].COCCOCCOC.[C:12]([C:19]([F:21])=O)([C:15]([F:18])([F:17])[F:16])([F:14])[F:13].S([O:27][CH3:28])(OC)(=O)=O. (3) The reactants are: [CH2:1]([O:11][CH2:12][C:13]([CH2:18][O:19][CH2:20][CH2:21][CH2:22][CH2:23][CH2:24][CH2:25][CH2:26][CH2:27][CH2:28][CH3:29])([CH2:16][OH:17])[CH2:14][OH:15])[CH2:2][CH2:3][CH2:4][CH2:5][CH2:6][CH2:7][CH2:8][CH2:9][CH3:10].[H-].[Na+].Cl.[CH3:33][N:34]([CH3:38])[CH2:35][CH2:36]Cl. Given the product [CH2:20]([O:19][CH2:18][C:13]([CH2:12][O:11][CH2:1][CH2:2][CH2:3][CH2:4][CH2:5][CH2:6][CH2:7][CH2:8][CH2:9][CH3:10])([CH2:16][O:17][CH2:36][CH2:35][N:34]([CH3:38])[CH3:33])[CH2:14][O:15][CH2:36][CH2:35][N:34]([CH3:38])[CH3:33])[CH2:21][CH2:22][CH2:23][CH2:24][CH2:25][CH2:26][CH2:27][CH2:28][CH3:29], predict the reactants needed to synthesize it. (4) Given the product [Cl:23][C:24]1[CH:33]=[CH:32][C:27]([C:20](=[O:22])[CH2:19][C:13]2[CH:14]=[CH:15][C:16]([Cl:18])=[CH:17][C:12]=2[Cl:11])=[CH:26][CH:25]=1, predict the reactants needed to synthesize it. The reactants are: [Na].C[Si](C)(C)N[Si](C)(C)C.[Cl:11][C:12]1[CH:17]=[C:16]([Cl:18])[CH:15]=[CH:14][C:13]=1[CH2:19][C:20]([OH:22])=O.[Cl:23][C:24]1[CH:33]=[CH:32][C:27](C(OC)=O)=[CH:26][CH:25]=1. (5) Given the product [CH3:54][O:53][C:50]1[CH:49]=[CH:48][C:47]([CH2:46][N:36]([CH2:37][C:38]2[CH:39]=[CH:40][C:41]([O:44][CH3:45])=[CH:42][CH:43]=2)[C:31]2[N:32]=[C:33]([CH3:35])[N:34]=[C:29]([C:28]3[C:23]([NH:1][C:2]4[CH:3]=[CH:4][C:5]([NH:6][C:7](=[O:9])[CH3:8])=[CH:10][CH:11]=4)=[N:24][CH:25]=[C:26]([CH2:55][N:56]4[CH2:61][CH2:60][N:59]([S:62]([CH3:65])(=[O:64])=[O:63])[CH2:58][CH2:57]4)[CH:27]=3)[N:30]=2)=[CH:52][CH:51]=1, predict the reactants needed to synthesize it. The reactants are: [NH2:1][C:2]1[CH:11]=[CH:10][C:5]([NH:6][C:7](=[O:9])[CH3:8])=[CH:4][CH:3]=1.C[Si]([N-][Si](C)(C)C)(C)C.[Li+].F[C:23]1[C:28]([C:29]2[N:34]=[C:33]([CH3:35])[N:32]=[C:31]([N:36]([CH2:46][C:47]3[CH:52]=[CH:51][C:50]([O:53][CH3:54])=[CH:49][CH:48]=3)[CH2:37][C:38]3[CH:43]=[CH:42][C:41]([O:44][CH3:45])=[CH:40][CH:39]=3)[N:30]=2)=[CH:27][C:26]([CH2:55][N:56]2[CH2:61][CH2:60][N:59]([S:62]([CH3:65])(=[O:64])=[O:63])[CH2:58][CH2:57]2)=[CH:25][N:24]=1. (6) Given the product [Br:16][C:17]1[CH:18]=[CH:19][CH:20]=[C:21]2[C:30]=1[CH2:29][C:28]1[CH:27]=[CH:26][C:25]([NH:31][C:9](=[O:10])[O:11][C:12]([CH3:13])([CH3:14])[CH3:15])=[CH:24][C:23]=1[O:22]2, predict the reactants needed to synthesize it. The reactants are: [C:9](O[C:9]([O:11][C:12]([CH3:15])([CH3:14])[CH3:13])=[O:10])([O:11][C:12]([CH3:15])([CH3:14])[CH3:13])=[O:10].[Br:16][C:17]1[CH:18]=[CH:19][CH:20]=[C:21]2[C:30]=1[CH2:29][C:28]1[CH:27]=[CH:26][C:25]([NH2:31])=[CH:24][C:23]=1[O:22]2.BrC1C=C2C(=CC=1)CC1C=CC(N)=CC=1O2. (7) Given the product [CH3:13][CH:10]1[C:8]2[NH:9][C:4](=[O:18])[NH:5][C:6](=[O:14])[C:7]=2[CH2:12][S:11]1, predict the reactants needed to synthesize it. The reactants are: C(S[C:4]1[NH:5][C:6](=[O:14])[C:7]2[CH2:12][S:11][CH:10]([CH3:13])[C:8]=2[N:9]=1)C.Cl.CC(O)=[O:18]. (8) Given the product [CH2:1]([O:3][C:4](=[O:9])[CH2:5][CH2:6][CH2:7][N:28]1[CH2:27][CH2:26][N:25]([C:22]2[CH:21]=[CH:20][C:19]([C:18]([F:31])([F:32])[F:17])=[CH:24][CH:23]=2)[CH2:30][CH2:29]1)[CH3:2], predict the reactants needed to synthesize it. The reactants are: [CH2:1]([O:3][C:4](=[O:9])[CH2:5][CH2:6][CH2:7]Br)[CH3:2].C(N(CC)CC)C.[F:17][C:18]([F:32])([F:31])[C:19]1[CH:24]=[CH:23][C:22]([N:25]2[CH2:30][CH2:29][NH:28][CH2:27][CH2:26]2)=[CH:21][CH:20]=1.[I-].[K+].